Dataset: Forward reaction prediction with 1.9M reactions from USPTO patents (1976-2016). Task: Predict the product of the given reaction. (1) Given the reactants [Cl:1][C:2]1[CH:10]=[CH:9][C:8]([O:11][C:12]([F:15])([F:14])[F:13])=[C:7]2[C:3]=1[CH:4]=[CH:5][N:6]2[CH2:16][CH2:17][O:18][CH3:19].[C:20](O[C:20]([C:22]([F:25])([F:24])[F:23])=[O:21])([C:22]([F:25])([F:24])[F:23])=[O:21], predict the reaction product. The product is: [Cl:1][C:2]1[CH:10]=[CH:9][C:8]([O:11][C:12]([F:14])([F:15])[F:13])=[C:7]2[C:3]=1[C:4]([C:20](=[O:21])[C:22]([F:25])([F:24])[F:23])=[CH:5][N:6]2[CH2:16][CH2:17][O:18][CH3:19]. (2) Given the reactants N[C@H:2]([CH3:28])[CH2:3][CH2:4][CH2:5][CH2:6][N:7]1[C:16](=[O:17])[C:15]2[NH:14][C:13]([CH2:18][NH:19][C:20]([O:22][C:23]([CH3:26])([CH3:25])[CH3:24])=[O:21])=[N:12][C:11]=2[N:10]([CH3:27])[C:8]1=[O:9].[CH2:29]=O.[C:31]([BH3-])#[N:32].[Na+], predict the reaction product. The product is: [CH3:29][N:32]([CH3:31])[C@H:2]([CH3:28])[CH2:3][CH2:4][CH2:5][CH2:6][N:7]1[C:16](=[O:17])[C:15]2[NH:14][C:13]([CH2:18][NH:19][C:20]([O:22][C:23]([CH3:26])([CH3:25])[CH3:24])=[O:21])=[N:12][C:11]=2[N:10]([CH3:27])[C:8]1=[O:9]. (3) Given the reactants [Cl:1][C:2]1[CH:3]=[C:4]2[C:8](=[CH:9][CH:10]=1)[N:7]([CH2:11][C:12]([O:14]C)=[O:13])[C:6]([CH3:16])=[C:5]2[CH2:17][C:18]1[CH:23]=[CH:22][C:21](=[O:24])[N:20]([CH2:25][C:26]2[CH:31]=[C:30]([F:32])[C:29]([F:33])=[CH:28][C:27]=2[F:34])[CH:19]=1.O.[OH-].[Li+], predict the reaction product. The product is: [Cl:1][C:2]1[CH:3]=[C:4]2[C:8](=[CH:9][CH:10]=1)[N:7]([CH2:11][C:12]([OH:14])=[O:13])[C:6]([CH3:16])=[C:5]2[CH2:17][C:18]1[CH:23]=[CH:22][C:21](=[O:24])[N:20]([CH2:25][C:26]2[CH:31]=[C:30]([F:32])[C:29]([F:33])=[CH:28][C:27]=2[F:34])[CH:19]=1. (4) Given the reactants Cl[C:2]1[CH:7]=[C:6]([C:8]2[CH:13]=[CH:12][CH:11]=[CH:10][CH:9]=2)[N:5]=[C:4]([NH:14][C:15](=[O:32])[CH2:16][CH2:17][C:18]([C:20]2[CH:25]=[CH:24][C:23]([O:26][CH2:27][CH3:28])=[C:22]([O:29][CH2:30][CH3:31])[CH:21]=2)=[O:19])[CH:3]=1.C1(C2C=CC=CC=2)C=CC=CC=1P(C1CCCCC1)C1CCCCC1.C(=O)([O-])[O-].[K+].[K+].[OH:64][C:65]1[CH:70]=[CH:69][C:68](B(O)O)=[CH:67][CH:66]=1, predict the reaction product. The product is: [CH2:30]([O:29][C:22]1[CH:21]=[C:20]([C:18](=[O:19])[CH2:17][CH2:16][C:15]([NH:14][C:4]2[CH:3]=[C:2]([C:68]3[CH:69]=[CH:70][C:65]([OH:64])=[CH:66][CH:67]=3)[CH:7]=[C:6]([C:8]3[CH:13]=[CH:12][CH:11]=[CH:10][CH:9]=3)[N:5]=2)=[O:32])[CH:25]=[CH:24][C:23]=1[O:26][CH2:27][CH3:28])[CH3:31]. (5) Given the reactants [CH2:1]([O:3][C@@H:4]([CH2:8][C:9]1[CH:14]=[CH:13][C:12]([O:15][CH2:16][C:17]2[S:18][C:19]([C:23]3[CH:28]=[CH:27][C:26]([C:29]4[O:33][N:32]=[C:31]([CH3:34])[CH:30]=4)=[CH:25][CH:24]=3)=[CH:20][C:21]=2[CH3:22])=[CH:11][CH:10]=1)[C:5]([OH:7])=[O:6])[CH3:2].[K+:35].C(C(CCCC)C([O-])=O)C, predict the reaction product. The product is: [CH2:1]([O:3][C@@H:4]([CH2:8][C:9]1[CH:10]=[CH:11][C:12]([O:15][CH2:16][C:17]2[S:18][C:19]([C:23]3[CH:24]=[CH:25][C:26]([C:29]4[O:33][N:32]=[C:31]([CH3:34])[CH:30]=4)=[CH:27][CH:28]=3)=[CH:20][C:21]=2[CH3:22])=[CH:13][CH:14]=1)[C:5]([O-:7])=[O:6])[CH3:2].[K+:35]. (6) Given the reactants [Br:1][C:2]1[CH:3]=[N:4][C:5](Cl)=[N:6][CH:7]=1.[OH:9][CH:10]1[CH2:15][CH2:14][NH:13][CH2:12][CH2:11]1.C(N(CC)C(C)C)(C)C, predict the reaction product. The product is: [Br:1][C:2]1[CH:3]=[N:4][C:5]([N:13]2[CH2:14][CH2:15][CH:10]([OH:9])[CH2:11][CH2:12]2)=[N:6][CH:7]=1. (7) Given the reactants [N+:1]([C:4]1[CH:5]=[C:6]([CH:33]=[C:34]([N+:36]([O-:38])=[O:37])[CH:35]=1)[C:7]([O:9][CH2:10][CH2:11][CH2:12][CH2:13][CH2:14][CH2:15][O:16][C:17](=[O:32])/[CH:18]=[CH:19]/[C:20]1[CH:25]=[CH:24][C:23]([O:26]C(OCC)=O)=[CH:22][CH:21]=1)=[O:8])([O-:3])=[O:2].N1C=CC=CC=1.[OH-].[NH4+].Cl, predict the reaction product. The product is: [N+:1]([C:4]1[CH:5]=[C:6]([CH:33]=[C:34]([N+:36]([O-:38])=[O:37])[CH:35]=1)[C:7]([O:9][CH2:10][CH2:11][CH2:12][CH2:13][CH2:14][CH2:15][O:16][C:17](=[O:32])/[CH:18]=[CH:19]/[C:20]1[CH:25]=[CH:24][C:23]([OH:26])=[CH:22][CH:21]=1)=[O:8])([O-:3])=[O:2]. (8) Given the reactants [Br:1][C:2]1[CH:3]=[C:4]2[C:9](=[CH:10][CH:11]=1)[N:8]=[C:7]([NH:12][CH:13]([C:22]([OH:24])=[O:23])[CH2:14][C:15]1[CH:20]=[CH:19][C:18]([OH:21])=[CH:17][CH:16]=1)[C:6]([C:25]([OH:27])=[O:26])=[CH:5]2.Cl[C:29]1[C:38]([C:39]([OH:41])=[O:40])=[CH:37][C:36]2[C:31](=[CH:32][CH:33]=[CH:34][CH:35]=2)[N:30]=1, predict the reaction product. The product is: [Br:1][C:2]1[CH:3]=[C:4]2[C:9](=[CH:10][CH:11]=1)[N:8]=[C:7]([NH:12][CH:13]([C:22]([OH:24])=[O:23])[CH2:14][C:15]1[CH:16]=[CH:17][C:18]([O:21][C:29]3[C:38]([C:39]([OH:41])=[O:40])=[CH:37][C:36]4[C:31](=[CH:32][CH:33]=[CH:34][CH:35]=4)[N:30]=3)=[CH:19][CH:20]=1)[C:6]([C:25]([OH:27])=[O:26])=[CH:5]2. (9) Given the reactants [CH3:1][C:2]([C@H:4]1[C@@H:8]2[C@@H:9]3[C@@:22]([CH3:25])([CH2:23][CH2:24][C@@:7]2([CH:31]=[O:32])[CH2:6][CH2:5]1)[C@@:21]1([CH3:26])[C@@H:12]([C@:13]2([CH3:30])[C@@H:18]([CH2:19][CH2:20]1)[C:17]([CH3:28])([CH3:27])[C@@H:16]([OH:29])[CH2:15][CH2:14]2)[CH2:11][CH2:10]3)=[CH2:3].[O-:33]Cl=O.[Na+].OP([O-])(O)=O.[K+], predict the reaction product. The product is: [CH3:3][C:2]([C@H:4]1[C@@H:8]2[C@@H:9]3[C@@:22]([CH3:25])([CH2:23][CH2:24][C@@:7]2([C:31]([OH:33])=[O:32])[CH2:6][CH2:5]1)[C@@:21]1([CH3:26])[C@@H:12]([C@:13]2([CH3:30])[C@@H:18]([CH2:19][CH2:20]1)[C:17]([CH3:28])([CH3:27])[C@@H:16]([OH:29])[CH2:15][CH2:14]2)[CH2:11][CH2:10]3)=[CH2:1]. (10) Given the reactants [NH2:1][CH2:2][CH2:3][N:4]1[CH2:9][CH2:8][CH:7]([CH2:10][NH:11][C:12](=[O:27])[C:13]2[CH:18]=[C:17]([C:19]([F:22])([F:21])[F:20])[CH:16]=[C:15]([C:23]([F:26])([F:25])[F:24])[CH:14]=2)[CH2:6][CH2:5]1.C(Cl)Cl.[C:31](Cl)(=[O:36])[C:32]([CH3:35])([CH3:34])[CH3:33].C([O-])(O)=O.[Na+], predict the reaction product. The product is: [C:31]([NH:1][CH2:2][CH2:3][N:4]1[CH2:5][CH2:6][CH:7]([CH2:10][NH:11][C:12](=[O:27])[C:13]2[CH:18]=[C:17]([C:19]([F:21])([F:22])[F:20])[CH:16]=[C:15]([C:23]([F:24])([F:25])[F:26])[CH:14]=2)[CH2:8][CH2:9]1)(=[O:36])[C:32]([CH3:35])([CH3:34])[CH3:33].